Dataset: Peptide-MHC class II binding affinity with 134,281 pairs from IEDB. Task: Regression. Given a peptide amino acid sequence and an MHC pseudo amino acid sequence, predict their binding affinity value. This is MHC class II binding data. (1) The peptide sequence is ARMWIQAATTMASYQ. The MHC is DRB1_0405 with pseudo-sequence DRB1_0405. The binding affinity (normalized) is 0.574. (2) The peptide sequence is RGVLLLSTRDLAFAG. The MHC is DRB1_1501 with pseudo-sequence DRB1_1501. The binding affinity (normalized) is 0.884.